This data is from NCI-60 drug combinations with 297,098 pairs across 59 cell lines. The task is: Regression. Given two drug SMILES strings and cell line genomic features, predict the synergy score measuring deviation from expected non-interaction effect. (1) Drug 1: C1CCC(CC1)NC(=O)N(CCCl)N=O. Drug 2: C1=C(C(=O)NC(=O)N1)F. Cell line: UO-31. Synergy scores: CSS=29.9, Synergy_ZIP=-3.41, Synergy_Bliss=-4.03, Synergy_Loewe=-1.40, Synergy_HSA=-0.811. (2) Drug 1: C#CCC(CC1=CN=C2C(=N1)C(=NC(=N2)N)N)C3=CC=C(C=C3)C(=O)NC(CCC(=O)O)C(=O)O. Drug 2: C(CCl)NC(=O)N(CCCl)N=O. Cell line: MDA-MB-231. Synergy scores: CSS=9.06, Synergy_ZIP=-1.81, Synergy_Bliss=2.71, Synergy_Loewe=-1.76, Synergy_HSA=-1.82. (3) Drug 1: CC1=C(C=C(C=C1)NC2=NC=CC(=N2)N(C)C3=CC4=NN(C(=C4C=C3)C)C)S(=O)(=O)N.Cl. Drug 2: CCC(=C(C1=CC=CC=C1)C2=CC=C(C=C2)OCCN(C)C)C3=CC=CC=C3.C(C(=O)O)C(CC(=O)O)(C(=O)O)O. Cell line: DU-145. Synergy scores: CSS=2.09, Synergy_ZIP=1.34, Synergy_Bliss=4.08, Synergy_Loewe=0.793, Synergy_HSA=2.03. (4) Drug 1: CCC(=C(C1=CC=CC=C1)C2=CC=C(C=C2)OCCN(C)C)C3=CC=CC=C3.C(C(=O)O)C(CC(=O)O)(C(=O)O)O. Drug 2: C1CN1C2=NC(=NC(=N2)N3CC3)N4CC4. Cell line: 786-0. Synergy scores: CSS=26.9, Synergy_ZIP=1.72, Synergy_Bliss=4.85, Synergy_Loewe=-19.7, Synergy_HSA=2.25. (5) Drug 1: C1C(C(OC1N2C=C(C(=O)NC2=O)F)CO)O. Drug 2: CC1CCCC2(C(O2)CC(NC(=O)CC(C(C(=O)C(C1O)C)(C)C)O)C(=CC3=CSC(=N3)C)C)C. Cell line: A549. Synergy scores: CSS=56.5, Synergy_ZIP=-6.60, Synergy_Bliss=-9.55, Synergy_Loewe=-6.12, Synergy_HSA=-3.27. (6) Drug 1: CC1=CC=C(C=C1)C2=CC(=NN2C3=CC=C(C=C3)S(=O)(=O)N)C(F)(F)F. Drug 2: CC(C)(C#N)C1=CC(=CC(=C1)CN2C=NC=N2)C(C)(C)C#N. Cell line: OVCAR-8. Synergy scores: CSS=-1.93, Synergy_ZIP=0.595, Synergy_Bliss=-1.07, Synergy_Loewe=-2.77, Synergy_HSA=-2.69. (7) Drug 1: CC12CCC3C(C1CCC2O)C(CC4=C3C=CC(=C4)O)CCCCCCCCCS(=O)CCCC(C(F)(F)F)(F)F. Drug 2: B(C(CC(C)C)NC(=O)C(CC1=CC=CC=C1)NC(=O)C2=NC=CN=C2)(O)O. Cell line: ACHN. Synergy scores: CSS=42.9, Synergy_ZIP=4.11, Synergy_Bliss=1.07, Synergy_Loewe=-41.3, Synergy_HSA=-7.04. (8) Drug 1: CC1=CC=C(C=C1)C2=CC(=NN2C3=CC=C(C=C3)S(=O)(=O)N)C(F)(F)F. Drug 2: CN1C(=O)N2C=NC(=C2N=N1)C(=O)N. Cell line: SW-620. Synergy scores: CSS=-0.635, Synergy_ZIP=-0.222, Synergy_Bliss=-1.40, Synergy_Loewe=-2.28, Synergy_HSA=-2.95. (9) Drug 1: C1CC(=O)NC(=O)C1N2CC3=C(C2=O)C=CC=C3N. Drug 2: C1=NC2=C(N=C(N=C2N1C3C(C(C(O3)CO)O)F)Cl)N. Cell line: ACHN. Synergy scores: CSS=30.1, Synergy_ZIP=0.261, Synergy_Bliss=0.358, Synergy_Loewe=-13.4, Synergy_HSA=1.40. (10) Drug 1: CCCS(=O)(=O)NC1=C(C(=C(C=C1)F)C(=O)C2=CNC3=C2C=C(C=N3)C4=CC=C(C=C4)Cl)F. Drug 2: CCC1(CC2CC(C3=C(CCN(C2)C1)C4=CC=CC=C4N3)(C5=C(C=C6C(=C5)C78CCN9C7C(C=CC9)(C(C(C8N6C=O)(C(=O)OC)O)OC(=O)C)CC)OC)C(=O)OC)O.OS(=O)(=O)O. Cell line: OVCAR-5. Synergy scores: CSS=0.526, Synergy_ZIP=3.13, Synergy_Bliss=5.66, Synergy_Loewe=-4.54, Synergy_HSA=-0.216.